From a dataset of Reaction yield outcomes from USPTO patents with 853,638 reactions. Predict the reaction yield, written as a fraction of the theoretical maximum amount of product (1.0 means a 100% yield; for example, 0.34 means a 34% yield). (1) The reactants are [NH2:1][C:2]1[C:3]([C:7](=[NH:17])[N:8]([C:10]2[CH:15]=[CH:14][CH:13]=[C:12]([Cl:16])[CH:11]=2)O)=[N:4][O:5][N:6]=1.C1N=CN([C:23](N2C=NC=C2)=[O:24])C=1.[O:30]1CCCC1. The catalyst is C(OCC)(=O)C. The product is [NH2:1][C:2]1[C:3]([C:7]2[N:8]([C:10]3[CH:15]=[CH:14][CH:13]=[C:12]([Cl:16])[CH:11]=3)[C:23](=[O:24])[O:30][N:17]=2)=[N:4][O:5][N:6]=1. The yield is 0.940. (2) The reactants are [CH3:1][S:2]([C:5]1[CH:10]=[CH:9][C:8]([CH2:11][NH:12][C:13]2[CH:18]=[CH:17][CH:16]=[CH:15][C:14]=2/[CH:19]=[CH:20]/[C:21]([O:23]C)=O)=[CH:7][CH:6]=1)(=[O:4])=[O:3].[OH-:25].[Na+].[NH2:27]O.Cl. The catalyst is C1COCC1.CO. The product is [OH:25][NH:27][C:21](=[O:23])/[CH:20]=[CH:19]/[C:14]1[CH:15]=[CH:16][CH:17]=[CH:18][C:13]=1[NH:12][CH2:11][C:8]1[CH:9]=[CH:10][C:5]([S:2]([CH3:1])(=[O:4])=[O:3])=[CH:6][CH:7]=1. The yield is 0.290. (3) The reactants are [C:1]([O:5][C:6]([NH:8][C@@H:9]([CH2:13][C:14]1[CH2:18][CH2:17][CH2:16][CH:15]=1)[C:10]([OH:12])=[O:11])=[O:7])([CH3:4])([CH3:3])[CH3:2]. The catalyst is CO.[Pd]. The product is [C:1]([O:5][C:6]([NH:8][C@@H:9]([CH2:13][CH:14]1[CH2:15][CH2:16][CH2:17][CH2:18]1)[C:10]([OH:12])=[O:11])=[O:7])([CH3:4])([CH3:2])[CH3:3]. The yield is 0.970. (4) The reactants are [OH:1][C:2]1[CH:9]=[CH:8][CH:7]=[CH:6][C:3]=1[CH:4]=[O:5].[C:10]([N:17]1[CH2:21][CH2:20][CH:19](OS(C)(=O)=O)[CH2:18]1)([O:12][C:13]([CH3:16])([CH3:15])[CH3:14])=[O:11].C([O-])([O-])=O.[K+].[K+]. The catalyst is [I-].C([N+](CCCC)(CCCC)CCCC)CCC.C(Cl)Cl. The product is [CH:4]([C:3]1[CH:6]=[CH:7][CH:8]=[CH:9][C:2]=1[O:1][CH:20]1[CH2:19][CH2:18][N:17]([C:10]([O:12][C:13]([CH3:16])([CH3:15])[CH3:14])=[O:11])[CH2:21]1)=[O:5]. The yield is 0.230.